From a dataset of Reaction yield outcomes from USPTO patents with 853,638 reactions. Predict the reaction yield, written as a fraction of the theoretical maximum amount of product (1.0 means a 100% yield; for example, 0.34 means a 34% yield). (1) The reactants are [F:1][C:2]1[CH:3]=[C:4]([S:9]([N:12]2[CH2:17][CH2:16][C:15]3[NH:18][N:19]=[C:20]([NH:21][C:22](=[O:43])[C:23]4[CH:28]=[CH:27][C:26]([N:29]5[CH2:34][CH2:33][N:32]([CH3:35])[CH2:31][CH2:30]5)=[CH:25][C:24]=4[NH:36][CH:37]4[CH2:42][CH2:41][O:40][CH2:39][CH2:38]4)[C:14]=3[CH2:13]2)(=[O:11])=[O:10])[CH:5]=[C:6]([F:8])[CH:7]=1.C[Si]([N-][Si](C)(C)C)(C)C.[Li+].Cl[C:55]([O:57][CH2:58][CH3:59])=[O:56]. The catalyst is C1COCC1.O. The product is [CH2:58]([O:57][C:55]([N:18]1[C:15]2[CH2:16][CH2:17][N:12]([S:9]([C:4]3[CH:5]=[C:6]([F:8])[CH:7]=[C:2]([F:1])[CH:3]=3)(=[O:11])=[O:10])[CH2:13][C:14]=2[C:20]([NH:21][C:22](=[O:43])[C:23]2[CH:28]=[CH:27][C:26]([N:29]3[CH2:34][CH2:33][N:32]([CH3:35])[CH2:31][CH2:30]3)=[CH:25][C:24]=2[NH:36][CH:37]2[CH2:42][CH2:41][O:40][CH2:39][CH2:38]2)=[N:19]1)=[O:56])[CH3:59]. The yield is 0.860. (2) The reactants are Cl.O1CCOCC1.C(OC([NH:15][CH2:16][C:17]1[CH:22]=[CH:21][C:20]([C:23](=[O:29])[CH2:24][C:25]([CH3:28])([CH3:27])[CH3:26])=[C:19]([F:30])[CH:18]=1)=O)(C)(C)C. The catalyst is ClCCl.C([O-])(O)=O.[Na+]. The product is [CH3:26][C:25]([CH3:28])([CH3:27])[CH2:24][C:23]([C:20]1[CH:21]=[CH:22][C:17]([CH2:16][NH2:15])=[CH:18][C:19]=1[F:30])=[O:29]. The yield is 0.820. (3) The reactants are C(=O)([O-])[O-].[K+].[K+].[Br:7][C:8]1[CH:13]=[CH:12][CH:11]=[CH:10][C:9]=1B(O)O.Br[C:18]1[C:27]2[C:22](=[CH:23][CH:24]=[CH:25][CH:26]=2)[CH:21]=[CH:20][CH:19]=1.N#N.C1(P(C2C=CC=CC=2)C2C=CC=CC=2)C=CC=CC=1. The catalyst is C([O-])(=O)C.[Pd+2].C([O-])(=O)C.C(O)C.COCCOC.O. The product is [Br:7][C:8]1[CH:13]=[CH:12][CH:11]=[CH:10][C:9]=1[C:26]1[C:27]2[C:22](=[CH:21][CH:20]=[CH:19][CH:18]=2)[CH:23]=[CH:24][CH:25]=1. The yield is 0.510. (4) The reactants are [CH3:1][C:2]1[S:6][C:5]([C:7]([O:9]C)=[O:8])=[CH:4][C:3]=1[C:11]1[N:15]([CH3:16])[N:14]=[CH:13][CH:12]=1.[OH-].[Na+]. The catalyst is O1CCCC1. The product is [CH3:1][C:2]1[S:6][C:5]([C:7]([OH:9])=[O:8])=[CH:4][C:3]=1[C:11]1[N:15]([CH3:16])[N:14]=[CH:13][CH:12]=1. The yield is 0.640. (5) The reactants are [N:1]12[CH2:8][CH2:7][CH:4]([CH2:5][CH2:6]1)[CH:3]([C@@H:9]1[C:18](=[O:19])[C:17]3[C:12]4=[C:13]([NH:20][N:21]=[C:11]4[CH2:10]1)[CH:14]=[N:15][CH:16]=3)[CH2:2]2.[Cl:22][C:23]1[CH:28]=[CH:27][C:26](I)=[CH:25][CH:24]=1.CN(C)C1CCCCC1N.[O-]P([O-])([O-])=O.[K+].[K+].[K+]. The catalyst is [Cu]I.C1(C)C=CC=CC=1. The product is [ClH:22].[Cl:22][C:23]1[CH:28]=[CH:27][C:26]([N:20]2[C:13]3[CH:14]=[N:15][CH:16]=[C:17]4[C:18](=[O:19])[C@@H:9]([CH:3]5[CH:4]6[CH2:7][CH2:8][N:1]([CH2:6][CH2:5]6)[CH2:2]5)[CH2:10][C:11]([C:12]=34)=[N:21]2)=[CH:25][CH:24]=1. The yield is 0.0200. (6) The reactants are I[C:2]1[C:10]2[C:5](=[N:6][CH:7]=[C:8]([C:11]3[CH:12]=[CH:13][C:14]([N:17]4[CH2:22][CH2:21][N:20]([C:23]([O:25][C:26]([CH3:29])([CH3:28])[CH3:27])=[O:24])[CH2:19][CH2:18]4)=[N:15][CH:16]=3)[CH:9]=2)[N:4]([S:30]([C:33]2[CH:39]=[CH:38][C:36]([CH3:37])=[CH:35][CH:34]=2)(=[O:32])=[O:31])[CH:3]=1.[CH2:40]([O:47][C:48]1[CH:49]=[C:50]([CH:66]=[CH:67][CH:68]=1)[CH2:51][N:52]1[CH:56]=[C:55](B2OC(C)(C)C(C)(C)O2)[CH:54]=[N:53]1)[C:41]1[CH:46]=[CH:45][CH:44]=[CH:43][CH:42]=1.C(=O)([O-])[O-].[Na+].[Na+]. The catalyst is C1(C)C=CC=CC=1.C(O)C.O.C1C=CC(P(C2C=CC=CC=2)[C-]2C=CC=C2)=CC=1.C1C=CC(P(C2C=CC=CC=2)[C-]2C=CC=C2)=CC=1.Cl[Pd]Cl.[Fe+2]. The product is [CH2:40]([O:47][C:48]1[CH:49]=[C:50]([CH:66]=[CH:67][CH:68]=1)[CH2:51][N:52]1[CH:56]=[C:55]([C:2]2[C:10]3[C:5](=[N:6][CH:7]=[C:8]([C:11]4[CH:12]=[CH:13][C:14]([N:17]5[CH2:22][CH2:21][N:20]([C:23]([O:25][C:26]([CH3:29])([CH3:28])[CH3:27])=[O:24])[CH2:19][CH2:18]5)=[N:15][CH:16]=4)[CH:9]=3)[N:4]([S:30]([C:33]3[CH:39]=[CH:38][C:36]([CH3:37])=[CH:35][CH:34]=3)(=[O:32])=[O:31])[CH:3]=2)[CH:54]=[N:53]1)[C:41]1[CH:42]=[CH:43][CH:44]=[CH:45][CH:46]=1. The yield is 0.690. (7) The reactants are [CH2:1]([NH:3][C:4]([C:6]1[C:10]([C:11]2[CH:16]=[CH:15][CH:14]=[C:13]([Cl:17])[CH:12]=2)=[C:9]([C:18]2[CH:23]=[C:22]([Cl:24])[C:21]([O:25][CH2:26][C:27]3[CH:32]=[CH:31][CH:30]=[CH:29][CH:28]=3)=[CH:20][C:19]=2[O:33][CH2:34][C:35]2[CH:40]=[CH:39][CH:38]=[CH:37][CH:36]=2)[O:8][N:7]=1)=O)[CH3:2]. The catalyst is C1COCC1. The product is [CH2:34]([O:33][C:19]1[CH:20]=[C:21]([O:25][CH2:26][C:27]2[CH:28]=[CH:29][CH:30]=[CH:31][CH:32]=2)[C:22]([Cl:24])=[CH:23][C:18]=1[C:9]1[O:8][N:7]=[C:6]([CH2:4][NH:3][CH2:1][CH3:2])[C:10]=1[C:11]1[CH:16]=[CH:15][CH:14]=[C:13]([Cl:17])[CH:12]=1)[C:35]1[CH:40]=[CH:39][CH:38]=[CH:37][CH:36]=1. The yield is 0.650. (8) The reactants are C([O:8][C:9]1[CH:10]=[C:11]([C:23]2([C:26]#[N:27])[CH2:25][CH2:24]2)[CH:12]=[CH:13][C:14]=1[O:15]CC1C=CC=CC=1)C1C=CC=CC=1. The catalyst is CO.[Pd]. The product is [OH:8][C:9]1[CH:10]=[C:11]([C:23]2([C:26]#[N:27])[CH2:24][CH2:25]2)[CH:12]=[CH:13][C:14]=1[OH:15]. The yield is 0.920.